This data is from Reaction yield outcomes from USPTO patents with 853,638 reactions. The task is: Predict the reaction yield, written as a fraction of the theoretical maximum amount of product (1.0 means a 100% yield; for example, 0.34 means a 34% yield). (1) The reactants are [NH2:1][CH2:2][CH2:3][C:4]1[CH:5]=[C:6]([CH2:10][C@H:11]([NH:13][C@@H:14]([C:16]2[CH:21]=[CH:20][CH:19]=[CH:18][CH:17]=2)[CH3:15])[CH3:12])[CH:7]=[CH:8][CH:9]=1.[C:22]([O:26][C:27](O[C:27]([O:26][C:22]([CH3:25])([CH3:24])[CH3:23])=[O:28])=[O:28])([CH3:25])([CH3:24])[CH3:23].C(N(CC)C(C)C)(C)C.C(=O)(O)[O-].[Na+]. The catalyst is C(Cl)Cl. The product is [C:22]([O:26][C:27](=[O:28])[NH:1][CH2:2][CH2:3][C:4]1[CH:9]=[CH:8][CH:7]=[C:6]([CH2:10][C@H:11]([NH:13][C@@H:14]([C:16]2[CH:17]=[CH:18][CH:19]=[CH:20][CH:21]=2)[CH3:15])[CH3:12])[CH:5]=1)([CH3:25])([CH3:24])[CH3:23]. The yield is 0.510. (2) The reactants are C[O:2][C:3]([C:5]1[N:10]=[C:9]([N:11]2[CH2:15][CH2:14][CH2:13][CH:12]2[C:16]2[O:20][N:19]=[C:18]([C:21]3[CH:26]=[CH:25][CH:24]=[CH:23][N:22]=3)[CH:17]=2)[N:8]=[C:7]([NH:27][C:28]2[CH:32]=[C:31]([CH3:33])[NH:30][N:29]=2)[CH:6]=1)=O.[CH3:34][NH2:35]. The catalyst is CO. The product is [CH3:34][NH:35][C:3]([C:5]1[N:10]=[C:9]([N:11]2[CH2:15][CH2:14][CH2:13][CH:12]2[C:16]2[O:20][N:19]=[C:18]([C:21]3[CH:26]=[CH:25][CH:24]=[CH:23][N:22]=3)[CH:17]=2)[N:8]=[C:7]([NH:27][C:28]2[CH:32]=[C:31]([CH3:33])[NH:30][N:29]=2)[CH:6]=1)=[O:2]. The yield is 0.340.